Task: Predict the reactants needed to synthesize the given product.. Dataset: Full USPTO retrosynthesis dataset with 1.9M reactions from patents (1976-2016) (1) Given the product [CH:1]1([C:4]2[N:5]=[CH:6][C:7]([C:15]([N:21]3[CH2:22][CH2:23][O:24][CH2:25][C:20]43[CH2:18][CH2:19]4)=[O:17])=[N:8][C:9]=2[O:10][CH2:11][CH:12]2[CH2:13][CH2:14]2)[CH2:2][CH2:3]1, predict the reactants needed to synthesize it. The reactants are: [CH:1]1([C:4]2[N:5]=[CH:6][C:7]([C:15]([OH:17])=O)=[N:8][C:9]=2[O:10][CH2:11][CH:12]2[CH2:14][CH2:13]2)[CH2:3][CH2:2]1.[CH2:18]1[C:20]2([CH2:25][O:24][CH2:23][CH2:22][NH:21]2)[CH2:19]1. (2) The reactants are: [Cl:1][C:2]1[C:7]([C:8]2[C:9](=[O:22])[N:10]([CH2:20][CH3:21])[C:11]3[C:16]([CH:17]=2)=[CH:15][N:14]=[C:13]([NH:18][CH3:19])[CH:12]=3)=[CH:6][C:5]([NH:23][C:24]([NH:26][C:27]2[CH:32]=[CH:31][CH:30]=[C:29]([CH2:33][N:34]3[CH2:39][CH2:38][N:37]([CH3:40])[CH2:36][CH2:35]3)[CH:28]=2)=[O:25])=[C:4]([F:41])[CH:3]=1.[ClH:42]. Given the product [ClH:1].[ClH:42].[Cl:1][C:2]1[C:7]([C:8]2[C:9](=[O:22])[N:10]([CH2:20][CH3:21])[C:11]3[C:16]([CH:17]=2)=[CH:15][N:14]=[C:13]([NH:18][CH3:19])[CH:12]=3)=[CH:6][C:5]([NH:23][C:24]([NH:26][C:27]2[CH:32]=[CH:31][CH:30]=[C:29]([CH2:33][N:34]3[CH2:35][CH2:36][N:37]([CH3:40])[CH2:38][CH2:39]3)[CH:28]=2)=[O:25])=[C:4]([F:41])[CH:3]=1, predict the reactants needed to synthesize it. (3) Given the product [CH3:2][O:35][C:33](=[O:34])[C:31]([CH3:42])([CH3:32])[CH2:30][C@H:18]1[C@@:19]([C:22]2[CH:27]=[CH:26][C:25]([Cl:28])=[CH:24][C:23]=2[F:29])([C:20]#[N:21])[C@@H:15]([C:11]2[CH:12]=[CH:13][CH:14]=[C:9]([Cl:8])[C:10]=2[F:46])[C@H:16]([C:43](=[O:45])[NH:55][CH2:54][CH2:53][C@H:51]2[CH2:50][O:49][C:48]([CH3:56])([CH3:47])[O:52]2)[NH:17]1, predict the reactants needed to synthesize it. The reactants are: F[C:2](F)(F)C(O)=O.[Cl:8][C:9]1[C:10]([F:46])=[C:11]([CH:15]2[C:19]([C:22]3[CH:27]=[CH:26][C:25]([Cl:28])=[CH:24][C:23]=3[F:29])([C:20]#[N:21])[CH:18]([CH2:30][C:31]([CH3:42])([C:33]([O:35]C3C=CC=CC=3)=[O:34])[CH3:32])[NH:17][CH:16]2[C:43]([OH:45])=O)[CH:12]=[CH:13][CH:14]=1.[CH3:47][C:48]1([CH3:56])[O:52][C@@H:51]([CH2:53][CH2:54][NH2:55])[CH2:50][O:49]1.CN(C(ON1N=NC2C=CC=NC1=2)=[N+](C)C)C.F[P-](F)(F)(F)(F)F.CCN(C(C)C)C(C)C. (4) Given the product [NH2:3][C:6]1[CH:7]=[C:8]([C:17]2[CH:22]=[CH:21][C:20]([C:23]([F:26])([F:24])[F:25])=[CH:19][CH:18]=2)[CH:9]=[CH:10][C:11]=1[NH:12][S:13]([CH3:16])(=[O:15])=[O:14], predict the reactants needed to synthesize it. The reactants are: [BH4-].[Na+].[N+:3]([C:6]1[CH:7]=[C:8]([C:17]2[CH:22]=[CH:21][C:20]([C:23]([F:26])([F:25])[F:24])=[CH:19][CH:18]=2)[CH:9]=[CH:10][C:11]=1[NH:12][S:13]([CH3:16])(=[O:15])=[O:14])([O-])=O. (5) Given the product [CH3:23][O:24][C:25]1[CH:30]=[CH:29][C:28]([C:31]2[C:39]3[C:34](=[CH:35][CH:36]=[CH:37][CH:38]=3)[N:33]([CH2:40][C:41]3[CH:46]=[CH:45][CH:44]=[C:43]([C:47]([F:48])([F:49])[F:50])[CH:42]=3)[C:32]=2[C:51]([NH:10][S:7]([C:1]2[CH:6]=[CH:5][CH:4]=[CH:3][CH:2]=2)(=[O:9])=[O:8])=[O:52])=[CH:27][CH:26]=1, predict the reactants needed to synthesize it. The reactants are: [C:1]1([S:7]([NH2:10])(=[O:9])=[O:8])[CH:6]=[CH:5][CH:4]=[CH:3][CH:2]=1.Cl.CN(C)CCCN=C=NCC.[CH3:23][O:24][C:25]1[CH:30]=[CH:29][C:28]([C:31]2[C:39]3[C:34](=[CH:35][CH:36]=[CH:37][CH:38]=3)[N:33]([CH2:40][C:41]3[CH:46]=[CH:45][CH:44]=[C:43]([C:47]([F:50])([F:49])[F:48])[CH:42]=3)[C:32]=2[C:51](O)=[O:52])=[CH:27][CH:26]=1. (6) Given the product [CH2:27]([N:3]([CH2:1][CH3:2])[C:4]([C:6]1[CH:7]=[CH:8][C:9]([CH:12]([C:19]2[CH:24]=[CH:23][CH:22]=[C:21]([O:25][CH3:26])[CH:20]=2)[CH2:13][C:14]([O:16][CH2:17][CH3:18])=[O:15])=[CH:10][CH:11]=1)=[O:5])[CH3:28], predict the reactants needed to synthesize it. The reactants are: [CH2:1]([N:3]([CH2:27][CH3:28])[C:4]([C:6]1[CH:11]=[CH:10][C:9]([C:12]([C:19]2[CH:24]=[CH:23][CH:22]=[C:21]([O:25][CH3:26])[CH:20]=2)=[CH:13][C:14]([O:16][CH2:17][CH3:18])=[O:15])=[CH:8][CH:7]=1)=[O:5])[CH3:2]. (7) Given the product [Cl:1][C:2]1[CH:7]=[CH:6][C:5]([C:8]([CH3:22])([C:9]([O:11][CH3:12])=[O:10])[CH2:13][CH2:14][C:15]([OH:17])=[O:16])=[CH:4][CH:3]=1, predict the reactants needed to synthesize it. The reactants are: [Cl:1][C:2]1[CH:7]=[CH:6][C:5]([C:8]([CH3:22])([CH2:13][CH2:14][C:15]([O:17]C(C)(C)C)=[O:16])[C:9]([O:11][CH3:12])=[O:10])=[CH:4][CH:3]=1.C(O)(C(F)(F)F)=O. (8) Given the product [CH3:16][C@H:12]([O:11][C:9]1[N:8]=[C:7]2[C:3]([N:4]=[C:5]([O:35][CH3:36])[N:6]2[CH2:17][CH2:18][CH2:19][CH2:20][CH2:21][N:22]2[CH2:23][CH2:24][N:25]([CH:39]([CH3:40])[CH3:38])[CH2:26][CH2:27]2)=[C:2]([NH2:1])[N:10]=1)[CH2:13][CH2:14][CH3:15], predict the reactants needed to synthesize it. The reactants are: [NH2:1][C:2]1[N:10]=[C:9]([O:11][C@@H:12]([CH3:16])[CH2:13][CH2:14][CH3:15])[N:8]=[C:7]2[C:3]=1[N:4]=[C:5]([O:35][CH3:36])[N:6]2[CH2:17][CH2:18][CH2:19][CH2:20][CH2:21][N:22]1[CH2:27][CH2:26][N:25](C(OC(C)(C)C)=O)[CH2:24][CH2:23]1.Cl[CH2:38][CH2:39][CH2:40]CCN1C(OC)=NC2C1=NC(O[C@@H](C)CCC)=NC=2N.CC(N1CCNCC1)C. (9) Given the product [ClH:1].[N:28]12[CH2:27][CH2:26][CH:25]([CH2:38][CH2:39]1)[C@@H:24]([NH:29][C:11]([C:3]1[S:4][C:5]3[CH:10]=[CH:9][CH:8]=[CH:7][C:6]=3[C:2]=1[Cl:1])=[O:13])[CH2:23]2, predict the reactants needed to synthesize it. The reactants are: [Cl:1][C:2]1[C:6]2[CH:7]=[CH:8][CH:9]=[CH:10][C:5]=2[S:4][C:3]=1[C:11]([OH:13])=O.CN(C(ON1N=[N:29][C:24]2[CH:25]=[CH:26][CH:27]=[N:28][C:23]1=2)=[N+](C)C)C.F[P-](F)(F)(F)(F)F.[CH:38](N(CC)C(C)C)(C)[CH3:39].